This data is from Reaction yield outcomes from USPTO patents with 853,638 reactions. The task is: Predict the reaction yield, written as a fraction of the theoretical maximum amount of product (1.0 means a 100% yield; for example, 0.34 means a 34% yield). (1) The yield is 0.880. No catalyst specified. The reactants are [OH:1][C:2]1[CH:14]=[CH:13][C:5]2[N:6]=[C:7]([C:9]([O:11]C)=[O:10])[O:8][C:4]=2[CH:3]=1.[OH-].[Na+].Cl. The product is [OH:1][C:2]1[CH:14]=[CH:13][C:5]2[N:6]=[C:7]([C:9]([OH:11])=[O:10])[O:8][C:4]=2[CH:3]=1. (2) The reactants are [NH2:1][C@@:2]([C:17]1[CH:22]=[CH:21][C:20]([O:23][CH2:24][CH2:25][CH2:26][C:27]([F:30])([F:29])[F:28])=[CH:19][CH:18]=1)([C:13]([F:16])([F:15])[F:14])[CH2:3][C:4]([C:6]1[CH:11]=[CH:10][C:9]([CH3:12])=[CH:8][CH:7]=1)=[O:5].C1CCC(N=C=NC2CCCCC2)CC1.[N:46]1[N:47](CC(O)=O)[N:48]=[N:49][CH:50]=1.C1C[O:58][CH2:57][CH2:56]1. No catalyst specified. The product is [NH:46]1[C:50]([CH2:56][C:57]([NH:1][C:2]([C:17]2[CH:22]=[CH:21][C:20]([O:23][CH2:24][CH2:25][CH2:26][C:27]([F:28])([F:29])[F:30])=[CH:19][CH:18]=2)([CH2:3][C:4](=[O:5])[C:6]2[CH:11]=[CH:10][C:9]([CH3:12])=[CH:8][CH:7]=2)[C:13]([F:16])([F:15])[F:14])=[O:58])=[N:49][N:48]=[N:47]1. The yield is 1.52. (3) The reactants are [C:1]([C:3]1[CH:4]=[C:5]2[C:10](=[CH:11][CH:12]=1)[C:9](=[O:13])[CH2:8][CH2:7][C:6]2([CH3:15])[CH3:14])#[CH:2].[O:16]1[CH2:20][CH2:19][CH2:18][CH2:17]1. The catalyst is C(N(CC)CC)C.C(OCC)C.[Cu]I.Cl[Pd](Cl)([P](C1C=CC=CC=1)(C1C=CC=CC=1)C1C=CC=CC=1)[P](C1C=CC=CC=1)(C1C=CC=CC=1)C1C=CC=CC=1. The product is [CH2:9]([O:13][C:20](=[O:16])[C:19]1[CH:3]=[CH:1][C:2]([C:2]#[C:1][C:3]2[CH:12]=[CH:11][C:10]3[C:9](=[O:13])[CH2:8][CH2:7][C:6]([CH3:15])([CH3:14])[C:5]=3[CH:4]=2)=[CH:17][CH:18]=1)[CH3:8]. The yield is 0.720.